Dataset: Full USPTO retrosynthesis dataset with 1.9M reactions from patents (1976-2016). Task: Predict the reactants needed to synthesize the given product. (1) Given the product [CH3:1][C:2]1[N:3]=[N:4][S:5][C:6]=1[C:7]1[C:9]2[CH2:15][CH2:14][CH2:13][C:12]3[CH:16]=[C:17]([N:20]4[CH2:24][C@H:23]([CH2:25][NH:26][C:27](=[O:29])[CH3:28])[O:22][C:21]4=[O:30])[CH:18]=[CH:19][C:11]=3[C:10]=2[NH:34][N:33]=1, predict the reactants needed to synthesize it. The reactants are: [CH3:1][C:2]1[N:3]=[N:4][S:5][C:6]=1[C:7]([CH:9]1[CH2:15][CH2:14][CH2:13][C:12]2[CH:16]=[C:17]([N:20]3[CH2:24][C@H:23]([CH2:25][NH:26][C:27](=[O:29])[CH3:28])[O:22][C:21]3=[O:30])[CH:18]=[CH:19][C:11]=2[C:10]1=O)=O.O.[NH2:33][NH2:34]. (2) The reactants are: [C:1]([O:5][C:6]([NH:8][CH2:9][C:10]1[CH:35]=[CH:34][C:13]([CH2:14][O:15][C:16]2[CH:17]=[C:18]([CH:22]=[C:23]([O:25][C:26]3[CH:31]=[CH:30][C:29]([C:32]#[N:33])=[CH:28][CH:27]=3)[CH:24]=2)[C:19]([OH:21])=O)=[CH:12][CH:11]=1)=[O:7])([CH3:4])([CH3:3])[CH3:2].[CH2:36]([O:38][C:39]([N:41]1[CH2:46][CH2:45][NH:44][CH2:43][CH2:42]1)=[O:40])[CH3:37]. Given the product [CH2:36]([O:38][C:39]([N:41]1[CH2:42][CH2:43][N:44]([C:19](=[O:21])[C:18]2[CH:22]=[C:23]([O:25][C:26]3[CH:31]=[CH:30][C:29]([C:32]#[N:33])=[CH:28][CH:27]=3)[CH:24]=[C:16]([O:15][CH2:14][C:13]3[CH:12]=[CH:11][C:10]([CH2:9][NH:8][C:6]([O:5][C:1]([CH3:4])([CH3:3])[CH3:2])=[O:7])=[CH:35][CH:34]=3)[CH:17]=2)[CH2:45][CH2:46]1)=[O:40])[CH3:37], predict the reactants needed to synthesize it. (3) Given the product [CH:4]1[C:5]2[C:9]3[CH:10]=[CH:11][CH:12]=[CH:13][C:8]=3[O:7][C:6]=2[CH:14]=[C:2]([NH2:15])[CH:3]=1, predict the reactants needed to synthesize it. The reactants are: Br[C:2]1[CH:3]=[CH:4][C:5]2[C:9]3[CH:10]=[CH:11][CH:12]=[CH:13][C:8]=3[O:7][C:6]=2[CH:14]=1.[NH3:15]. (4) The reactants are: Br[CH2:2][C:3]1[CH:8]=[CH:7][C:6]([C:9]2[CH:13]=[C:12]([C:14]([NH2:16])=[O:15])[O:11][N:10]=2)=[CH:5][CH:4]=1.[Cl:17][C:18]1[CH:19]=[C:20]([OH:24])[CH:21]=[CH:22][CH:23]=1.C([O-])([O-])=O.[K+].[K+]. Given the product [Cl:17][C:18]1[CH:19]=[C:20]([CH:21]=[CH:22][CH:23]=1)[O:24][CH2:2][C:3]1[CH:8]=[CH:7][C:6]([C:9]2[CH:13]=[C:12]([C:14]([NH2:16])=[O:15])[O:11][N:10]=2)=[CH:5][CH:4]=1, predict the reactants needed to synthesize it. (5) Given the product [CH3:1][N:2]([CH2:12][CH2:13][CH2:14][O:15][C:16]1[CH:23]=[CH:22][C:19]([CH:20]=[C:28]2[S:24][C:25](=[O:30])[NH:26][C:27]2=[O:29])=[CH:18][CH:17]=1)[C:3]1[O:4][C:5]2[CH:11]=[CH:10][CH:9]=[CH:8][C:6]=2[N:7]=1, predict the reactants needed to synthesize it. The reactants are: [CH3:1][N:2]([CH2:12][CH2:13][CH2:14][O:15][C:16]1[CH:23]=[CH:22][C:19]([CH:20]=O)=[CH:18][CH:17]=1)[C:3]1[O:4][C:5]2[CH:11]=[CH:10][CH:9]=[CH:8][C:6]=2[N:7]=1.[S:24]1[CH2:28][C:27](=[O:29])[NH:26][C:25]1=[O:30].